From a dataset of Forward reaction prediction with 1.9M reactions from USPTO patents (1976-2016). Predict the product of the given reaction. (1) The product is: [NH2:1][C:4]1[CH:5]=[CH:6][C:7]([O:8][C:9]2[CH:18]=[C:13]([C:14]([O:16][CH3:17])=[O:15])[CH:12]=[C:11]([CH:10]=2)[C:19]([O:21][CH3:22])=[O:20])=[CH:23][CH:24]=1. Given the reactants [N+:1]([C:4]1[CH:24]=[CH:23][C:7]([O:8][C:9]2[CH:10]=[C:11]([C:19]([O:21][CH3:22])=[O:20])[CH:12]=[C:13]([CH:18]=2)[C:14]([O:16][CH3:17])=[O:15])=[CH:6][CH:5]=1)([O-])=O.O1CCCC1.[H][H], predict the reaction product. (2) Given the reactants [O:1]([CH2:8][C@H:9]1[O:11][CH2:10]1)[C:2]1[CH:7]=[CH:6][CH:5]=[CH:4][CH:3]=1.C([NH:19][CH2:20][CH2:21][CH:22]([C:34]1[CH:39]=[CH:38][C:37]([NH:40][C:41]([O:43][CH3:44])=[O:42])=[CH:36][CH:35]=1)[C:23]1[CH:28]=[CH:27][C:26]([NH:29][C:30]([O:32][CH3:33])=[O:31])=[CH:25][CH:24]=1)C1C=CC=CC=1.C(O)C.Cl, predict the reaction product. The product is: [O:1]([CH2:8][C@@H:9]([OH:11])[CH2:10][NH:19][CH2:20][CH2:21][CH:22]([C:34]1[CH:35]=[CH:36][C:37]([NH:40][C:41]([O:43][CH3:44])=[O:42])=[CH:38][CH:39]=1)[C:23]1[CH:28]=[CH:27][C:26]([NH:29][C:30]([O:32][CH3:33])=[O:31])=[CH:25][CH:24]=1)[C:2]1[CH:3]=[CH:4][CH:5]=[CH:6][CH:7]=1. (3) Given the reactants [NH2:1][C:2]1[NH:6][N:5]=[CH:4][C:3]=1[C:7]#[N:8].[CH3:9][O:10][C:11]1[CH:18]=[C:17]([O:19][CH3:20])[CH:16]=[CH:15][C:12]=1[CH:13]=O.[CH:21]1([N+:27]#[C-:28])[CH2:26][CH2:25][CH2:24][CH2:23][CH2:22]1.Cl(O)(=O)(=O)=O, predict the reaction product. The product is: [CH:21]1([NH:27][C:28]2[N:6]3[N:5]=[CH:4][C:3]([C:7]#[N:8])=[C:2]3[NH:1][C:13]=2[C:12]2[CH:15]=[CH:16][C:17]([O:19][CH3:20])=[CH:18][C:11]=2[O:10][CH3:9])[CH2:26][CH2:25][CH2:24][CH2:23][CH2:22]1. (4) Given the reactants [NH2:1][C:2]1[CH:3]=[CH:4][C:5]([CH3:24])=[C:6]([NH:8][C:9]([C:11]2[C:15]3[N:16]=[CH:17][N:18]=[C:19]([NH:20][CH:21]4[CH2:23][CH2:22]4)[C:14]=3[S:13][CH:12]=2)=[O:10])[CH:7]=1.[CH3:25][C:26]1[N:27]=[CH:28][N:29]([C:31]2[CH:39]=[CH:38][C:34]([C:35](O)=[O:36])=[CH:33][C:32]=2[C:40]([F:43])([F:42])[F:41])[CH:30]=1, predict the reaction product. The product is: [CH:21]1([NH:20][C:19]2[C:14]3[S:13][CH:12]=[C:11]([C:9]([NH:8][C:6]4[CH:7]=[C:2]([NH:1][C:35](=[O:36])[C:34]5[CH:38]=[CH:39][C:31]([N:29]6[CH:30]=[C:26]([CH3:25])[N:27]=[CH:28]6)=[C:32]([C:40]([F:41])([F:43])[F:42])[CH:33]=5)[CH:3]=[CH:4][C:5]=4[CH3:24])=[O:10])[C:15]=3[N:16]=[CH:17][N:18]=2)[CH2:22][CH2:23]1. (5) The product is: [CH2:1]([N:3]1[CH:7]=[C:6]([C:8]2[CH:13]=[CH:12][C:11]([F:14])=[C:10]([CH3:15])[CH:9]=2)[N:5]=[C:4]1[CH2:16][C:17]([N:32]1[CH2:33][CH2:34][N:29]([C:35]2[N:36]=[CH:37][CH:38]=[CH:39][N:40]=2)[CH2:30][CH2:31]1)=[O:19])[CH3:2]. Given the reactants [CH2:1]([N:3]1[CH:7]=[C:6]([C:8]2[CH:13]=[CH:12][C:11]([F:14])=[C:10]([CH3:15])[CH:9]=2)[N:5]=[C:4]1[CH2:16][C:17]([OH:19])=O)[CH3:2].CCN(C(C)C)C(C)C.[N:29]1([C:35]2[N:40]=[CH:39][CH:38]=[CH:37][N:36]=2)[CH2:34][CH2:33][NH:32][CH2:31][CH2:30]1.C(=O)([O-])[O-].[K+].[K+], predict the reaction product. (6) Given the reactants Br[C:2]1[C:3]([N:24]([CH3:29])[S:25]([CH3:28])(=[O:27])=[O:26])=[CH:4][C:5]2[O:9][C:8]([C:10]3[CH:15]=[CH:14][C:13]([CH:16]([F:18])[F:17])=[CH:12][CH:11]=3)=[C:7]([C:19]([NH:21][CH3:22])=[O:20])[C:6]=2[CH:23]=1.CC([O-])=O.[K+].[B:35]1([B:35]2[O:39][C:38]([CH3:41])([CH3:40])[C:37]([CH3:43])([CH3:42])[O:36]2)[O:39][C:38]([CH3:41])([CH3:40])[C:37]([CH3:43])([CH3:42])[O:36]1, predict the reaction product. The product is: [F:17][CH:16]([F:18])[C:13]1[CH:14]=[CH:15][C:10]([C:8]2[O:9][C:5]3[CH:4]=[C:3]([N:24]([CH3:29])[S:25]([CH3:28])(=[O:27])=[O:26])[C:2]([B:35]4[O:39][C:38]([CH3:41])([CH3:40])[C:37]([CH3:43])([CH3:42])[O:36]4)=[CH:23][C:6]=3[C:7]=2[C:19]([NH:21][CH3:22])=[O:20])=[CH:11][CH:12]=1.